Task: Binary Classification. Given a T-cell receptor sequence (or CDR3 region) and an epitope sequence, predict whether binding occurs between them.. Dataset: TCR-epitope binding with 47,182 pairs between 192 epitopes and 23,139 TCRs The epitope is KRWIILGLNK. The TCR CDR3 sequence is CASSSDRDEQYF. Result: 1 (the TCR binds to the epitope).